Dataset: Forward reaction prediction with 1.9M reactions from USPTO patents (1976-2016). Task: Predict the product of the given reaction. (1) Given the reactants [CH2:1]([O:8][C:9](=[O:26])[C:10]([CH3:25])([O:12][C:13]1[CH:18]=[CH:17][CH:16]=[C:15]([CH:19]2[CH2:24][CH2:23][CH2:22][NH:21][CH2:20]2)[CH:14]=1)[CH3:11])[C:2]1[CH:7]=[CH:6][CH:5]=[CH:4][CH:3]=1.[CH:27]([C:30]1[CH:40]=[CH:39][C:33](/[CH:34]=[CH:35]/[C:36](O)=[O:37])=[CH:32][CH:31]=1)([CH3:29])[CH3:28].Cl.CN(C)CCCN=C=NCC, predict the reaction product. The product is: [CH2:1]([O:8][C:9](=[O:26])[C:10]([O:12][C:13]1[CH:18]=[CH:17][CH:16]=[C:15]([CH:19]2[CH2:24][CH2:23][CH2:22][N:21]([C:36](=[O:37])[CH:35]=[CH:34][C:33]3[CH:39]=[CH:40][C:30]([CH:27]([CH3:28])[CH3:29])=[CH:31][CH:32]=3)[CH2:20]2)[CH:14]=1)([CH3:11])[CH3:25])[C:2]1[CH:7]=[CH:6][CH:5]=[CH:4][CH:3]=1. (2) Given the reactants [CH3:1][Si:2]([CH2:5][Mg]Cl)([CH3:4])[CH3:3].C(OCC)C.CN(C)P(N(C)C)(N(C)C)=O.[CH:24]([CH:26]=[CH2:27])=[O:25].[Si:28](Cl)([C:31]([CH3:34])([CH3:33])[CH3:32])([CH3:30])[CH3:29].C(N(CC)CC)C, predict the reaction product. The product is: [CH3:32][C:31]([CH3:34])([Si:28]([CH3:30])([CH3:29])[O:25][CH:24]=[CH:26][CH2:27][CH2:5][Si:2]([CH3:3])([CH3:4])[CH3:1])[CH3:33]. (3) Given the reactants [CH3:1][O:2][C:3]1[C:12]([NH:13][C:14](=[O:18])OCC)=[N:11][C:10]2[C:5](=[CH:6][CH:7]=[C:8]([CH3:19])[CH:9]=2)[N:4]=1.[C:20]([C:23]1[CH:28]=[CH:27][C:26]([N:29]2[CH2:34][CH2:33][NH:32][CH2:31][CH2:30]2)=[CH:25][CH:24]=1)(=[O:22])[CH3:21], predict the reaction product. The product is: [CH3:1][O:2][C:3]1[C:12]([NH:13][C:14]([N:32]2[CH2:31][CH2:30][N:29]([C:26]3[CH:25]=[CH:24][C:23]([C:20](=[O:22])[CH3:21])=[CH:28][CH:27]=3)[CH2:34][CH2:33]2)=[O:18])=[N:11][C:10]2[C:5](=[CH:6][CH:7]=[C:8]([CH3:19])[CH:9]=2)[N:4]=1. (4) Given the reactants CO.[C:3]1([CH3:17])[CH:8]=[CH:7][CH:6]=[C:5]([NH:9][C:10]2[C:15]([NH2:16])=[CH:14][CH:13]=[CH:12][N:11]=2)[CH:4]=1.C=O.[CH:20]([O-])=O.[NH4+], predict the reaction product. The product is: [CH3:20][NH:16][C:15]1[C:10]([NH:9][C:5]2[CH:4]=[C:3]([CH3:17])[CH:8]=[CH:7][CH:6]=2)=[N:11][CH:12]=[CH:13][CH:14]=1. (5) Given the reactants [F:1][C:2]([F:16])([F:15])[C:3]1[C:4]([N:9]2[CH2:14][CH2:13][NH:12][CH2:11][CH2:10]2)=[N:5][CH:6]=[CH:7][CH:8]=1.[CH3:17][CH:18]1[CH2:23][CH2:22][CH:21]([CH2:24][C:25](O)=[O:26])[CH2:20][CH2:19]1.F[P-](F)(F)(F)(F)F.N1(O[P+](N(C)C)(N(C)C)N(C)C)C2C=CC=CC=2N=N1, predict the reaction product. The product is: [CH3:17][CH:18]1[CH2:23][CH2:22][CH:21]([CH2:24][C:25]([N:12]2[CH2:11][CH2:10][N:9]([C:4]3[C:3]([C:2]([F:1])([F:15])[F:16])=[CH:8][CH:7]=[CH:6][N:5]=3)[CH2:14][CH2:13]2)=[O:26])[CH2:20][CH2:19]1. (6) Given the reactants [Cl:1][C:2]1[CH:3]=[C:4]([NH:16][C:17]2[C:26]3[C:25]([OH:27])=[CH:24][CH:23]=[CH:22][C:21]=3[N:20]=[CH:19][N:18]=2)[CH:5]=[CH:6][C:7]=1[O:8][CH2:9][C:10]1[CH:15]=[CH:14][CH:13]=[CH:12][N:11]=1.O[C@H:29]1[CH2:34][CH2:33][O:32][C:30]1=[O:31].[NH:35]1[CH2:39][CH2:38][CH2:37][CH2:36]1, predict the reaction product. The product is: [Cl:1][C:2]1[CH:3]=[C:4]([NH:16][C:17]2[C:26]3[C:21](=[CH:22][CH:23]=[CH:24][C:25]=3[O:27][C@@H:29]([C:30](=[O:31])[N:35]3[CH2:39][CH2:38][CH2:37][CH2:36]3)[CH2:34][CH2:33][OH:32])[N:20]=[CH:19][N:18]=2)[CH:5]=[CH:6][C:7]=1[O:8][CH2:9][C:10]1[CH:15]=[CH:14][CH:13]=[CH:12][N:11]=1. (7) Given the reactants [C:1](Cl)(Cl)=[O:2].[CH3:5][C:6]1[CH:12]=[C:11]([N+:13]([O-:15])=[O:14])[CH:10]=[CH:9][C:7]=1[NH2:8].N1C=CC=CC=1.[CH2:22]([NH:26][CH2:27][CH:28]([CH3:30])[CH3:29])[CH:23]([CH3:25])[CH3:24], predict the reaction product. The product is: [CH2:22]([N:26]([CH2:27][CH:28]([CH3:30])[CH3:29])[C:1]([NH:8][C:7]1[CH:9]=[CH:10][C:11]([N+:13]([O-:15])=[O:14])=[CH:12][C:6]=1[CH3:5])=[O:2])[CH:23]([CH3:25])[CH3:24]. (8) Given the reactants [NH2:1][C@H:2]([C:5]([OH:7])=[O:6])[CH2:3][SH:4].[C:8]([O:13][CH2:14][CH3:15])(=[O:12])[C:9]([CH3:11])=O, predict the reaction product. The product is: [CH3:15][CH2:14][O:13][C:8]([C:9]1([CH3:11])[NH:1][CH:2]([C:5]([OH:7])=[O:6])[CH2:3][S:4]1)=[O:12]. (9) Given the reactants [NH2:1][C@@:2]([C:9]1[CH:14]=[C:13]([Br:15])[CH:12]=[CH:11][C:10]=1[F:16])([CH3:8])[C:3]([F:7])([F:6])[CH2:4][OH:5].[Br:17][CH2:18][C:19](Cl)=[O:20], predict the reaction product. The product is: [Br:17][CH2:18][C:19]([NH:1][C@@:2]([C:9]1[CH:14]=[C:13]([Br:15])[CH:12]=[CH:11][C:10]=1[F:16])([CH3:8])[C:3]([F:6])([F:7])[CH2:4][OH:5])=[O:20].